From a dataset of Reaction yield outcomes from USPTO patents with 853,638 reactions. Predict the reaction yield, written as a fraction of the theoretical maximum amount of product (1.0 means a 100% yield; for example, 0.34 means a 34% yield). (1) The reactants are [Br:1][C:2]1[C:7]([N+:8]([O-:10])=[O:9])=[CH:6][C:5]([OH:11])=[C:4]([CH:12]2[CH2:16][CH2:15][CH2:14][CH2:13]2)[CH:3]=1.C([O-])([O-])=O.[Cs+].[Cs+].[CH2:23](Br)[C:24]1[CH:29]=[CH:28][CH:27]=[CH:26][CH:25]=1. The catalyst is CN(C=O)C.O. The product is [CH2:23]([O:11][C:5]1[CH:6]=[C:7]([N+:8]([O-:10])=[O:9])[C:2]([Br:1])=[CH:3][C:4]=1[CH:12]1[CH2:16][CH2:15][CH2:14][CH2:13]1)[C:24]1[CH:29]=[CH:28][CH:27]=[CH:26][CH:25]=1. The yield is 0.980. (2) The reactants are [CH3:1][O:2][C:3]1[CH:20]=[CH:19][C:6]2[N:7]=[C:8]([C:10]3[CH:15]=[CH:14][C:13]([N+:16]([O-])=O)=[CH:12][CH:11]=3)[S:9][C:5]=2[CH:4]=1.O.O.[Sn](Cl)Cl. The catalyst is C(O)C. The product is [CH3:1][O:2][C:3]1[CH:20]=[CH:19][C:6]2[N:7]=[C:8]([C:10]3[CH:11]=[CH:12][C:13]([NH2:16])=[CH:14][CH:15]=3)[S:9][C:5]=2[CH:4]=1. The yield is 0.970. (3) The product is [Cl:34][C:33]([Cl:36])([Cl:35])[CH2:32][O:31][C:29](=[O:30])[NH:10][C:8]1[N:7]([C:11]2[CH:12]=[N:13][N:14]([CH2:16][CH2:17][CH2:18][O:19][CH:20]3[CH2:25][CH2:24][CH2:23][CH2:22][O:21]3)[CH:15]=2)[N:6]=[C:5]([C:1]([CH3:4])([CH3:2])[CH3:3])[CH:9]=1. The catalyst is O.CCOC(C)=O. The reactants are [C:1]([C:5]1[CH:9]=[C:8]([NH2:10])[N:7]([C:11]2[CH:12]=[N:13][N:14]([CH2:16][CH2:17][CH2:18][O:19][CH:20]3[CH2:25][CH2:24][CH2:23][CH2:22][O:21]3)[CH:15]=2)[N:6]=1)([CH3:4])([CH3:3])[CH3:2].[OH-].[Na+].Cl[C:29]([O:31][CH2:32][C:33]([Cl:36])([Cl:35])[Cl:34])=[O:30]. The yield is 0.910.